This data is from Forward reaction prediction with 1.9M reactions from USPTO patents (1976-2016). The task is: Predict the product of the given reaction. Given the reactants [OH-].[Na+].C(O)C.[CH2:6]([N:13]1[C:17]2[CH:18]=[C:19]([C:22]([O:24]CC)=[O:23])[CH:20]=[CH:21][C:16]=2[N:15]=[C:14]1[CH2:27][CH2:28][CH3:29])[C:7]1[CH:12]=[CH:11][CH:10]=[CH:9][CH:8]=1.Cl, predict the reaction product. The product is: [CH2:6]([N:13]1[C:17]2[CH:18]=[C:19]([C:22]([OH:24])=[O:23])[CH:20]=[CH:21][C:16]=2[N:15]=[C:14]1[CH2:27][CH2:28][CH3:29])[C:7]1[CH:8]=[CH:9][CH:10]=[CH:11][CH:12]=1.